From a dataset of Forward reaction prediction with 1.9M reactions from USPTO patents (1976-2016). Predict the product of the given reaction. (1) Given the reactants [CH3:1][O:2][C:3]1[CH:32]=[C:31]([O:33][CH3:34])[CH:30]=[CH:29][C:4]=1[CH2:5][N:6]1[C:11](=[O:12])[C:10]([C:13]([O:15]C)=[O:14])=[CH:9][C:8]2[CH2:17][CH2:18][CH2:19][C:20]3[CH:25]=[C:24]([N:26]([CH3:28])[CH3:27])[CH:23]=[CH:22][C:21]=3[C:7]1=2.[Li+].[OH-].Cl, predict the reaction product. The product is: [CH3:1][O:2][C:3]1[CH:32]=[C:31]([O:33][CH3:34])[CH:30]=[CH:29][C:4]=1[CH2:5][N:6]1[C:11](=[O:12])[C:10]([C:13]([OH:15])=[O:14])=[CH:9][C:8]2[CH2:17][CH2:18][CH2:19][C:20]3[CH:25]=[C:24]([N:26]([CH3:28])[CH3:27])[CH:23]=[CH:22][C:21]=3[C:7]1=2. (2) The product is: [CH3:1][S:2][CH2:3][C:4]1[CH:13]=[CH:12][C:7]([C:8]([O:10][CH3:11])=[O:9])=[C:6]([O:14][CH2:25][CH2:24][CH2:23][NH:22][C:20]([O:19][C:15]([CH3:16])([CH3:18])[CH3:17])=[O:21])[CH:5]=1. Given the reactants [CH3:1][S:2][CH2:3][C:4]1[CH:13]=[CH:12][C:7]([C:8]([O:10][CH3:11])=[O:9])=[C:6]([OH:14])[CH:5]=1.[C:15]([O:19][C:20]([NH:22][CH2:23][CH2:24][CH2:25]O)=[O:21])([CH3:18])([CH3:17])[CH3:16], predict the reaction product. (3) Given the reactants [NH2:1][CH:2]([CH2:12][C:13]1[CH:18]=[CH:17][CH:16]=[C:15]([S:19]([C:22]([F:25])([F:24])[F:23])(=[O:21])=[O:20])[CH:14]=1)[CH:3]([C:5]1[CH:10]=[CH:9][C:8]([F:11])=[CH:7][CH:6]=1)[OH:4].[C:26]1([C:37](O)=[O:38])[CH:27]=[CH:28][CH:29]=[C:30]2[CH2:36][CH2:35][CH2:34][CH:33]=[CH:32][C:31]=12.Cl.C(N=C=NCCCN(C)C)C, predict the reaction product. The product is: [F:11][C:8]1[CH:7]=[CH:6][C:5]([CH:3]([OH:4])[CH:2]([NH:1][C:37]([C:26]2[CH:27]=[CH:28][CH:29]=[C:30]3[CH2:36][CH2:35][CH2:34][CH:33]=[CH:32][C:31]=23)=[O:38])[CH2:12][C:13]2[CH:18]=[CH:17][CH:16]=[C:15]([S:19]([C:22]([F:24])([F:25])[F:23])(=[O:21])=[O:20])[CH:14]=2)=[CH:10][CH:9]=1.